This data is from Forward reaction prediction with 1.9M reactions from USPTO patents (1976-2016). The task is: Predict the product of the given reaction. (1) Given the reactants I[C:2]1[N:7]=[C:6]([C:8]([F:11])([F:10])[F:9])[CH:5]=[C:4]([C:12]2[CH:17]=[CH:16][C:15]([C:18]([F:21])([F:20])[F:19])=[CH:14][CH:13]=2)[N:3]=1.[Br:22][C:23]1[CH:28]=[CH:27][CH:26]=[C:25](Br)[N:24]=1, predict the reaction product. The product is: [Br:22][C:23]1[N:24]=[C:25]([C:2]2[N:7]=[C:6]([C:8]([F:11])([F:10])[F:9])[CH:5]=[C:4]([C:12]3[CH:17]=[CH:16][C:15]([C:18]([F:21])([F:20])[F:19])=[CH:14][CH:13]=3)[N:3]=2)[CH:26]=[CH:27][CH:28]=1. (2) Given the reactants CC([N:5]([C@H:9]([CH2:21][N:22]1[C:30](=[O:31])[C:29]2[C:24](=[CH:25][CH:26]=[CH:27][CH:28]=2)[C:23]1=[O:32])[CH2:10][C:11]1[CH:16]=[CH:15][C:14]([C:17](=O)[CH2:18]Br)=[CH:13][CH:12]=1)[C:6](=[O:8])[O-:7])(C)C.[Br:33][C:34]1[C:35]([NH2:40])=[N:36][CH:37]=[CH:38][CH:39]=1.C(=O)(O)[O-].[Na+], predict the reaction product. The product is: [Br:33][C:34]1[C:35]2[N:36]([CH:18]=[C:17]([C:14]3[CH:15]=[CH:16][C:11]([CH2:10][C@H:9]([NH:5][C:6](=[O:8])[O:7][C:11]([CH3:16])([CH3:12])[CH3:10])[CH2:21][N:22]4[C:23](=[O:32])[C:24]5[C:29](=[CH:28][CH:27]=[CH:26][CH:25]=5)[C:30]4=[O:31])=[CH:12][CH:13]=3)[N:40]=2)[CH:37]=[CH:38][CH:39]=1. (3) Given the reactants [CH2:1]([C:8]1[CH:26]=[CH:25][C:11]([CH2:12][NH:13][C:14]2[CH:15]=[CH:16][C:17]([OH:24])=[C:18]([CH:23]=2)[C:19]([O:21][CH3:22])=[O:20])=[CH:10][CH:9]=1)[CH2:2][CH2:3][CH2:4][CH2:5][CH2:6][CH3:7].O([C:34]1[CH:42]=[CH:41][C:37]([C:38](Cl)=[O:39])=[CH:36][CH:35]=1)C1C=CC=CC=1.C1(C2C=CC(CN(C3C=CC(O)=C(C=3)C(OC)=O)C(=O)C3C=CC(OC4C=CC=CC=4)=CC=3)=CC=2)CCCCC1, predict the reaction product. The product is: [CH2:1]([C:8]1[CH:26]=[CH:25][C:11]([CH2:12][N:13]([C:14]2[CH:15]=[CH:16][C:17]([OH:24])=[C:18]([CH:23]=2)[C:19]([O:21][CH3:22])=[O:20])[C:38](=[O:39])[C:37]2[CH:41]=[CH:42][CH:34]=[CH:35][CH:36]=2)=[CH:10][CH:9]=1)[CH2:2][CH2:3][CH2:4][CH2:5][CH2:6][CH3:7]. (4) Given the reactants Cl.[C:2]1([N:8]2[C:12]([NH:13][C:14]([NH:16][C@H:17]3[C@H:21]([C:22]4[CH:27]=[CH:26][CH:25]=[CH:24][CH:23]=4)[CH2:20][NH:19][CH2:18]3)=[O:15])=[C:11]3[CH2:28][CH2:29][CH2:30][C:10]3=[N:9]2)[CH:7]=[CH:6][CH:5]=[CH:4][CH:3]=1.[F:31][C:32]([F:40])([F:39])[C:33]([F:38])([F:37])[CH2:34][CH2:35]I.CCN(C(C)C)C(C)C, predict the reaction product. The product is: [F:37][C:33]([F:38])([C:32]([F:40])([F:39])[F:31])[CH2:34][CH2:35][N:19]1[CH2:20][C@@H:21]([C:22]2[CH:23]=[CH:24][CH:25]=[CH:26][CH:27]=2)[C@H:17]([NH:16][C:14]([NH:13][C:12]2[N:8]([C:2]3[CH:7]=[CH:6][CH:5]=[CH:4][CH:3]=3)[N:9]=[C:10]3[CH2:30][CH2:29][CH2:28][C:11]=23)=[O:15])[CH2:18]1. (5) Given the reactants C[O:2][C:3]([C:5]1[N:6]([CH:10]2[C:19]3[C:14](=[CH:15][CH:16]=[CH:17][CH:18]=3)[C:13](=[O:20])[NH:12][C:11]2([CH3:22])[CH3:21])[CH:7]=[N:8][CH:9]=1)=O.[H-].[Al+3].[Li+].[H-].[H-].[H-], predict the reaction product. The product is: [OH:2][CH2:3][C:5]1[N:6]([CH:10]2[C:19]3[C:14](=[CH:15][CH:16]=[CH:17][CH:18]=3)[C:13](=[O:20])[NH:12][C:11]2([CH3:22])[CH3:21])[CH:7]=[N:8][CH:9]=1. (6) Given the reactants Cl[C:2]1[C:7]2=[N:8][CH:9]=[CH:10][N:11]=[C:6]2[CH:5]=[C:4]([Cl:12])[N:3]=1.[NH2:13][CH2:14][CH2:15][CH2:16][CH2:17][NH:18][C:19](=[O:25])[O:20][C:21]([CH3:24])([CH3:23])[CH3:22].C(N(C(C)C)CC)(C)C, predict the reaction product. The product is: [Cl:12][C:4]1[N:3]=[C:2]([NH:13][CH2:14][CH2:15][CH2:16][CH2:17][NH:18][C:19](=[O:25])[O:20][C:21]([CH3:23])([CH3:22])[CH3:24])[C:7]2=[N:8][CH:9]=[CH:10][N:11]=[C:6]2[CH:5]=1. (7) Given the reactants [NH2:1][C:2]1[CH:15]=[CH:14][C:5]([C:6]([C:8]2[CH:13]=[CH:12][CH:11]=[CH:10][CH:9]=2)=[O:7])=[CH:4][CH:3]=1.[BH4-].[Na+].[Cl-].[NH4+], predict the reaction product. The product is: [NH2:1][C:2]1[CH:3]=[CH:4][C:5]([CH:6]([C:8]2[CH:9]=[CH:10][CH:11]=[CH:12][CH:13]=2)[OH:7])=[CH:14][CH:15]=1. (8) Given the reactants C([N:14]1[CH2:17][C:16]([NH:21][CH2:22][CH3:23])([C:18]([NH2:20])=[O:19])[CH2:15]1)(C1C=CC=CC=1)C1C=CC=CC=1.[ClH:24].CCOCC, predict the reaction product. The product is: [ClH:24].[CH2:22]([NH:21][C:16]1([C:18]([NH2:20])=[O:19])[CH2:17][NH:14][CH2:15]1)[CH3:23]. (9) Given the reactants [F:1][C:2]([F:36])([F:35])[C:3]([N:5]1[CH:10]2[CH2:11][CH2:12][CH:6]1[CH2:7][CH:8]([CH:13]1[C:26]3[CH:25]=[CH:24][C:23]([C:27]4[CH:28]=[N:29][CH:30]=[CH:31][CH:32]=4)=[CH:22][C:21]=3[O:20][C:19]3[C:14]1=[CH:15][CH:16]=[CH:17][C:18]=3[O:33][CH3:34])[CH2:9]2)=[O:4].FC(F)(F)C(N1C2CCC1CC(C1C3C=CC(C4NN=NN=4)=CC=3OC3C1=CC=CC=3)C2)=[O:40], predict the reaction product. The product is: [CH3:34][O:33][C:18]1[CH:17]=[CH:16][CH:15]=[C:14]2[C:19]=1[O:20][C:21]1[CH:22]=[C:23]([C:27]3[CH:28]=[N:29][CH:30]=[CH:31][CH:32]=3)[CH:24]=[CH:25][C:26]=1[CH:13]2[CH:8]1[CH2:7][CH:6]2[NH:5][CH:10]([CH2:11][CH2:12]2)[CH2:9]1.[C:3]([OH:40])([C:2]([F:36])([F:35])[F:1])=[O:4]. (10) Given the reactants [Cl:1][C:2]1[C:7]([F:8])=[CH:6][N:5]=[C:4]([CH:9]=O)[C:3]=1F.[NH2:12][NH2:13], predict the reaction product. The product is: [Cl:1][C:2]1[C:7]([F:8])=[CH:6][N:5]=[C:4]2[CH:9]=[N:12][NH:13][C:3]=12.